The task is: Predict the reaction yield, written as a fraction of the theoretical maximum amount of product (1.0 means a 100% yield; for example, 0.34 means a 34% yield).. This data is from Reaction yield outcomes from USPTO patents with 853,638 reactions. (1) The reactants are C([O:8][CH:9]1[CH2:12][C:11]([NH:14][C:15]([N:17]2[CH2:22][CH2:21][N:20]3[N:23]=[C:24]([C:29]4[CH:34]=[CH:33][C:32]([F:35])=[C:31]([Cl:36])[CH:30]=4)[C:25]([C:26]([NH2:28])=[O:27])=[C:19]3[CH2:18]2)=[O:16])([CH3:13])[CH2:10]1)C1C=CC=CC=1.B(Cl)(Cl)Cl. The catalyst is C(Cl)Cl. The yield is 0.160. The product is [Cl:36][C:31]1[CH:30]=[C:29]([C:24]2[C:25]([C:26]([NH2:28])=[O:27])=[C:19]3[CH2:18][N:17]([C:15]([NH:14][C:11]4([CH3:13])[CH2:10][CH:9]([OH:8])[CH2:12]4)=[O:16])[CH2:22][CH2:21][N:20]3[N:23]=2)[CH:34]=[CH:33][C:32]=1[F:35]. (2) The reactants are [F:1][C:2]1[C:11]2[C:6](=[CH:7][CH:8]=[CH:9][CH:10]=2)[C:5]([C:12]([OH:14])=O)=[CH:4][CH:3]=1.C(Cl)(=O)C(Cl)=O.[Cl-].[Al+3].[Cl-].[Cl-].[CH2:25]([O:30][C:31]1[C:40]2[C:35](=[CH:36][CH:37]=[CH:38][CH:39]=2)[CH:34]=[CH:33][CH:32]=1)[CH2:26][CH2:27][CH2:28][CH3:29]. The catalyst is C(Cl)Cl.CN(C=O)C.O.C(OCC)(=O)C. The product is [F:1][C:2]1[C:11]2[C:6](=[CH:7][CH:8]=[CH:9][CH:10]=2)[C:5]([C:12]([C:34]2[C:35]3[C:40](=[CH:39][CH:38]=[CH:37][CH:36]=3)[C:31]([O:30][CH2:25][CH2:26][CH2:27][CH2:28][CH3:29])=[CH:32][CH:33]=2)=[O:14])=[CH:4][CH:3]=1. The yield is 0.980. (3) The reactants are [Br:1]N1C(=O)CCC1=O.[Cl:9][C:10]1[C:11]2[N:12]([C:16]([C@@H:19]3[CH2:23][CH2:22][CH2:21][N:20]3[C:24]([O:26][CH2:27][C:28]3[CH:33]=[CH:32][CH:31]=[CH:30][CH:29]=3)=[O:25])=[N:17][CH:18]=2)[CH:13]=[CH:14][N:15]=1.O.C(OCC)(=O)C. The catalyst is CN(C=O)C.[Cl-].[Na+].O. The product is [Br:1][C:18]1[N:17]=[C:16]([C@@H:19]2[CH2:23][CH2:22][CH2:21][N:20]2[C:24]([O:26][CH2:27][C:28]2[CH:33]=[CH:32][CH:31]=[CH:30][CH:29]=2)=[O:25])[N:12]2[CH:13]=[CH:14][N:15]=[C:10]([Cl:9])[C:11]=12. The yield is 0.823. (4) The reactants are [C:1]1([OH:7])[CH:6]=[CH:5][CH:4]=[CH:3][CH:2]=1.[CH2:8](Br)[C:9]#[CH:10].C(=O)([O-])[O-].[K+].[K+]. The catalyst is CN(C=O)C.O. The product is [CH2:10]([O:7][C:1]1[CH:6]=[CH:5][CH:4]=[CH:3][CH:2]=1)[C:9]#[CH:8]. The yield is 0.840. (5) The reactants are [NH2:1][C:2]1[CH:9]=[CH:8][C:7]([Cl:10])=[CH:6][C:3]=1[CH:4]=[O:5].CCN(CC)CC.[O:18](S(C(F)(F)F)(=O)=O)[S:19]([C:22]([F:25])([F:24])[F:23])(=O)=[O:20]. The catalyst is ClCCl. The product is [Cl:10][C:7]1[CH:8]=[CH:9][C:2]([NH:1][S:19]([C:22]([F:25])([F:24])[F:23])(=[O:20])=[O:18])=[C:3]([CH:4]=[O:5])[CH:6]=1. The yield is 0.240. (6) No catalyst specified. The yield is 0.980. The reactants are [CH2:1]([NH:8][C:9]1[N:14]=[C:13]([NH:15][CH2:16][C:17]#[CH:18])[N:12]=[C:11](Cl)[N:10]=1)[C:2]1[CH:7]=[CH:6][CH:5]=[CH:4][CH:3]=1.Cl.[CH3:21][O:22][NH:23][CH3:24].CON(C)C1N=C(NCCC)N=C(NCC#C)N=1. The product is [CH3:21][O:22][N:23]([CH3:24])[C:11]1[N:10]=[C:9]([NH:8][CH2:1][C:2]2[CH:7]=[CH:6][CH:5]=[CH:4][CH:3]=2)[N:14]=[C:13]([NH:15][CH2:16][C:17]#[CH:18])[N:12]=1. (7) The yield is 1.00. The reactants are [F:1][C:2]([F:31])([F:30])[C:3]1[CH:4]=[C:5]([CH:23]=[C:24]([C:26]([F:29])([F:28])[F:27])[CH:25]=1)[CH2:6][O:7][CH2:8][C:9]1([C:17]2[CH:22]=[CH:21][CH:20]=[CH:19][CH:18]=2)[CH2:15][CH2:14][CH2:13][NH:12][C:11](=O)[CH2:10]1. The product is [F:30][C:2]([F:1])([F:31])[C:3]1[CH:4]=[C:5]([CH:23]=[C:24]([C:26]([F:29])([F:28])[F:27])[CH:25]=1)[CH2:6][O:7][CH2:8][C:9]1([C:17]2[CH:22]=[CH:21][CH:20]=[CH:19][CH:18]=2)[CH2:15][CH2:14][CH2:13][NH:12][CH2:11][CH2:10]1. The catalyst is C(OCC)C. (8) The reactants are [F:1][C:2]([F:20])([F:19])[C:3]1[CH:8]=[CH:7][C:6]([C:9]2[CH:18]=[N:17][C:12]3[O:13][CH2:14][CH2:15][NH:16][C:11]=3[CH:10]=2)=[CH:5][CH:4]=1.[Br:21][C:22]1[CH:23]=[C:24]([CH:28]=[C:29]([Br:33])[C:30]=1[O:31][CH3:32])[C:25](Cl)=[O:26].C(N(CC)CC)C.O. The catalyst is ClCCl. The product is [Br:21][C:22]1[CH:23]=[C:24]([C:25]([N:16]2[CH2:15][CH2:14][O:13][C:12]3[N:17]=[CH:18][C:9]([C:6]4[CH:5]=[CH:4][C:3]([C:2]([F:1])([F:19])[F:20])=[CH:8][CH:7]=4)=[CH:10][C:11]2=3)=[O:26])[CH:28]=[C:29]([Br:33])[C:30]=1[O:31][CH3:32]. The yield is 0.890. (9) The catalyst is O.C(O)C.O.O.O.O.O.O.[Fe](Cl)(Cl)Cl. The product is [Br:6][C:7]1[CH:8]=[C:9]([C:10]2[S:4][C:3]([NH2:5])=[N:2][N:1]=2)[CH:12]=[CH:13][CH:14]=1. The reactants are [NH2:1][NH:2][C:3]([NH2:5])=[S:4].[Br:6][C:7]1[CH:8]=[C:9]([CH:12]=[CH:13][CH:14]=1)[CH:10]=O. The yield is 0.399.